This data is from Full USPTO retrosynthesis dataset with 1.9M reactions from patents (1976-2016). The task is: Predict the reactants needed to synthesize the given product. (1) Given the product [CH3:42][N:41]([CH3:43])[S:38]([C:34]1[CH:33]=[C:32]([CH2:30][N:3]([CH2:4][C:5]2[CH:10]=[CH:9][C:8]([CH2:11][N:12]3[CH2:13][CH2:14][N:15]([C:18]4[C:23]([C:24]([O:26][CH:27]([CH3:28])[CH3:29])=[O:25])=[CH:22][CH:21]=[CH:20][N:19]=4)[CH2:16][CH2:17]3)=[CH:7][CH:6]=2)[CH2:1][CH3:2])[CH:37]=[CH:36][CH:35]=1)(=[O:40])=[O:39], predict the reactants needed to synthesize it. The reactants are: [CH2:1]([NH:3][CH2:4][C:5]1[CH:10]=[CH:9][C:8]([CH2:11][N:12]2[CH2:17][CH2:16][N:15]([C:18]3[C:23]([C:24]([O:26][CH:27]([CH3:29])[CH3:28])=[O:25])=[CH:22][CH:21]=[CH:20][N:19]=3)[CH2:14][CH2:13]2)=[CH:7][CH:6]=1)[CH3:2].[CH:30]([C:32]1[CH:33]=[C:34]([S:38]([N:41]([CH3:43])[CH3:42])(=[O:40])=[O:39])[CH:35]=[CH:36][CH:37]=1)=O.C(O)(=O)C.C([BH3-])#N.[Na+]. (2) Given the product [CH3:1][C:2]1[C:7]([C:18]2[CH:23]=[C:22]([CH3:24])[C:21]([CH3:25])=[CH:20][N:19]=2)=[CH:6][CH:5]=[CH:4][N:3]=1, predict the reactants needed to synthesize it. The reactants are: [CH3:1][C:2]1[C:7](B2OC(C)(C)C(C)(C)O2)=[CH:6][CH:5]=[CH:4][N:3]=1.Br[C:18]1[CH:23]=[C:22]([CH3:24])[C:21]([CH3:25])=[CH:20][N:19]=1.C1(C)C=CC=CC=1.C(=O)([O-])[O-].[K+].[K+]. (3) Given the product [O:1]1[CH:5]=[C:4]([C:6]2[CH:7]=[CH:8][C:9]([C:10]([OH:12])=[O:11])=[CH:15][CH:16]=2)[N:3]=[CH:2]1, predict the reactants needed to synthesize it. The reactants are: [O:1]1[CH:5]=[C:4]([C:6]2[CH:16]=[CH:15][C:9]([C:10]([O:12]CC)=[O:11])=[CH:8][CH:7]=2)[N:3]=[CH:2]1.[OH-].[Na+]. (4) Given the product [CH:1]([O:40][CH:27]([CH3:28])[CH3:29])([CH3:3])[CH3:2].[C:1]([C:5]1[CH:23]=[CH:22][C:8]([C:9]([NH:11][C:12]2[N:13]=[C:14]3[CH:19]=[CH:18][C:17]([N:24]4[CH:28]=[CH:27][N:26]=[CH:25]4)=[N:16][N:15]3[CH:21]=2)=[O:10])=[CH:7][CH:6]=1)([CH3:4])([CH3:3])[CH3:2], predict the reactants needed to synthesize it. The reactants are: [C:1]([C:5]1[CH:23]=[CH:22][C:8]([C:9]([NH:11][C:12]2[N:13]=[C:14]3[CH:19]=[CH:18][C:17](Cl)=[N:16][N:15]3[CH:21]=2)=[O:10])=[CH:7][CH:6]=1)([CH3:4])([CH3:3])[CH3:2].[NH:24]1[CH:28]=[CH:27][N:26]=[CH:25]1.[C:29](=O)([O-])[O-].[K+].[K+].CN(C)C=O.[OH2:40]. (5) Given the product [Cl:14][C:12]1[N:11]=[C:10]([NH:15][C:16]2[CH:23]=[CH:22][C:19]([C:20]#[N:21])=[CH:18][CH:17]=2)[N:9]=[C:8]([NH:7][C:33](=[O:40])[C:34]2[CH:39]=[CH:38][CH:37]=[CH:36][CH:35]=2)[CH:13]=1, predict the reactants needed to synthesize it. The reactants are: CN1CCCC1.[NH2:7][C:8]1[CH:13]=[C:12]([Cl:14])[N:11]=[C:10]([NH:15][C:16]2[CH:23]=[CH:22][C:19]([C:20]#[N:21])=[CH:18][CH:17]=2)[N:9]=1.CN(C1C=CC=CN=1)C.[C:33](Cl)(=[O:40])[C:34]1[CH:39]=[CH:38][CH:37]=[CH:36][CH:35]=1.C(=O)([O-])[O-]. (6) Given the product [OH:35][C@H:32]1[CH2:33][CH2:34][C@H:29]([N:3]2[C:2](=[O:1])[C:7]([CH2:8][C:9]3[CH:14]=[CH:13][C:12]([C:15]4[C:16]([C:21]#[N:22])=[CH:17][CH:18]=[CH:19][CH:20]=4)=[CH:11][CH:10]=3)=[C:6]([CH2:23][CH2:24][CH3:25])[N:5]3[N:26]=[CH:27][N:28]=[C:4]23)[CH2:30][CH2:31]1, predict the reactants needed to synthesize it. The reactants are: [O:1]=[C:2]1[C:7]([CH2:8][C:9]2[CH:14]=[CH:13][C:12]([C:15]3[C:16]([C:21]#[N:22])=[CH:17][CH:18]=[CH:19][CH:20]=3)=[CH:11][CH:10]=2)=[C:6]([CH2:23][CH2:24][CH3:25])[N:5]2[N:26]=[CH:27][N:28]=[C:4]2[N:3]1[CH:29]1[CH2:34][CH2:33][C:32](=[O:35])[CH2:31][CH2:30]1.CO.[BH4-].[Na+]. (7) Given the product [Cl:16][C:17]1[C:18]([N:23]2[C:27]([C:28]3[O:14][C:13](=[O:15])[C:3]4[C:4]5[C:9](=[N:8][CH:7]=[CH:6][CH:5]=5)[CH:10]=[C:11]([CH3:12])[C:2]=4[N:1]=3)=[CH:26][C:25]([OH:43])=[N:24]2)=[N:19][CH:20]=[CH:21][CH:22]=1, predict the reactants needed to synthesize it. The reactants are: [NH2:1][C:2]1[C:11]([CH3:12])=[CH:10][C:9]2[N:8]=[CH:7][CH:6]=[CH:5][C:4]=2[C:3]=1[C:13]([OH:15])=[O:14].[Cl:16][C:17]1[C:18]([N:23]2[C:27]([C:28](O)=O)=[CH:26][C:25](C(F)(F)F)=[N:24]2)=[N:19][CH:20]=[CH:21][CH:22]=1.N1C=CC=CC=1.CS(Cl)(=O)=[O:43].